This data is from Forward reaction prediction with 1.9M reactions from USPTO patents (1976-2016). The task is: Predict the product of the given reaction. (1) Given the reactants [F:1][C:2]1[CH:3]=[C:4]([CH:6]=[CH:7][C:8]=1[O:9][C:10]1C=CN=[C:12]2[CH:16]=[C:17]([C:19]3[CH:24]=[CH:23][C:22]([CH2:25][N:26]4[CH2:31][CH2:30][O:29][CH2:28][CH2:27]4)=[CH:21][N:20]=3)[S:18][C:11]=12)[NH2:5].CC[N:34]([CH:38]([CH3:40])[CH3:39])[CH:35](C)C.ClC(Cl)([O:44]C(=O)OC(Cl)(Cl)Cl)Cl.[CH:53]1([NH2:56])C[CH2:54]1, predict the reaction product. The product is: [CH:38]1([NH:34][C:35]([NH:5][C:4]2[CH:6]=[CH:7][C:8]([O:9][C:10]3[C:11]4[S:18][C:17]([C:19]5[CH:24]=[CH:23][C:22]([CH2:25][N:26]6[CH2:27][CH2:28][O:29][CH2:30][CH2:31]6)=[CH:21][N:20]=5)=[CH:16][C:12]=4[CH:54]=[CH:53][N:56]=3)=[C:2]([F:1])[CH:3]=2)=[O:44])[CH2:39][CH2:40]1. (2) The product is: [F:1][C:2]1[CH:11]=[C:10]([CH:12]=[O:13])[CH:9]=[C:8]([OH:14])[C:3]=1[C:4]([OH:6])=[O:5]. Given the reactants [F:1][C:2]1[CH:11]=[C:10]([CH:12]=[O:13])[CH:9]=[C:8]([OH:14])[C:3]=1[C:4]([O:6]C)=[O:5].[OH-].[Na+].Cl.CCO, predict the reaction product. (3) The product is: [CH2:10]([O:12][C:13]([N:15]1[CH2:16][CH2:17][N:18]([CH:21]([C:22]2[CH:23]=[C:24]([CH3:25])[CH:27]=[CH:28][CH:29]=2)[C:9]#[C:8][C:4]2[CH:5]=[CH:6][CH:7]=[C:2]([Cl:1])[CH:3]=2)[CH2:19][CH2:20]1)=[O:14])[CH3:11]. Given the reactants [Cl:1][C:2]1[CH:3]=[C:4]([C:8]#[CH:9])[CH:5]=[CH:6][CH:7]=1.[CH2:10]([O:12][C:13]([N:15]1[CH2:20][CH2:19][NH:18][CH2:17][CH2:16]1)=[O:14])[CH3:11].[CH3:21][C:22]1[CH:23]=[C:24]([CH:27]=[CH:28][CH:29]=1)[CH:25]=O, predict the reaction product.